This data is from Catalyst prediction with 721,799 reactions and 888 catalyst types from USPTO. The task is: Predict which catalyst facilitates the given reaction. (1) Reactant: Cl[C:2]1[N:7]=[C:6]([NH2:8])[C:5]([N+:9]([O-:11])=[O:10])=[CH:4][CH:3]=1.[N:12]1[CH:17]=[CH:16][CH:15]=[C:14](B(O)O)[CH:13]=1.C(=O)([O-])[O-].[Cs+].[Cs+]. Product: [N+:9]([C:5]1[CH:4]=[CH:3][C:2]([C:14]2[CH:13]=[N:12][CH:17]=[CH:16][CH:15]=2)=[N:7][C:6]=1[NH2:8])([O-:11])=[O:10]. The catalyst class is: 12. (2) Reactant: [CH3:1][O:2][C:3]1[CH:8]=[CH:7][C:6]([N:9]2[C:13]([CH3:14])=[C:12]([C:15]([OH:17])=O)[N:11]=[N:10]2)=[CH:5][CH:4]=1.[NH2:18][C:19]1[C:20](=[O:32])[N:21]([CH:26]2[CH2:31][CH2:30][CH2:29][CH2:28][CH2:27]2)[N:22]([CH3:25])[C:23]=1[CH3:24].C(N(CC)C(C)C)(C)C. Product: [CH:26]1([N:21]2[C:20](=[O:32])[C:19]([NH:18][C:15]([C:12]3[N:11]=[N:10][N:9]([C:6]4[CH:5]=[CH:4][C:3]([O:2][CH3:1])=[CH:8][CH:7]=4)[C:13]=3[CH3:14])=[O:17])=[C:23]([CH3:24])[N:22]2[CH3:25])[CH2:27][CH2:28][CH2:29][CH2:30][CH2:31]1. The catalyst class is: 61. (3) Reactant: [CH:1]1([C:4]([C:6]2[CH:11]=[CH:10][CH:9]=[C:8]([CH:12]([CH3:14])[CH3:13])[C:7]=2[O:15]C2CCCCO2)=[O:5])[CH2:3][CH2:2]1.Cl.CO. Product: [CH:1]1([C:4]([C:6]2[CH:11]=[CH:10][CH:9]=[C:8]([CH:12]([CH3:13])[CH3:14])[C:7]=2[OH:15])=[O:5])[CH2:2][CH2:3]1. The catalyst class is: 6. (4) Reactant: C(=O)([O-])[O-].[K+].[K+].[Br-].C([O:10][C:11]([CH2:13][P+](C1C=CC=CC=1)(C1C=CC=CC=1)C1C=CC=CC=1)=[O:12])C.[OH:33][C:34]1[CH:41]=[C:40]([O:42][CH3:43])[CH:39]=[CH:38][C:35]=1[CH:36]=O. The catalyst class is: 5. Product: [OH:33][C:34]1[CH:41]=[C:40]([O:42][CH3:43])[CH:39]=[CH:38][C:35]=1[CH:36]=[CH:13][C:11]([OH:12])=[O:10]. (5) Reactant: [Cl:1][CH2:2][CH2:3][CH2:4][O:5][C:6]1[CH:11]=[CH:10][C:9]([C:12]2[O:13][C:14]([C:18]([O:20]C)=[O:19])=[C:15]([CH3:17])[N:16]=2)=[CH:8][CH:7]=1.CO.[OH-].[Na+].Cl. Product: [Cl:1][CH2:2][CH2:3][CH2:4][O:5][C:6]1[CH:11]=[CH:10][C:9]([C:12]2[O:13][C:14]([C:18]([OH:20])=[O:19])=[C:15]([CH3:17])[N:16]=2)=[CH:8][CH:7]=1. The catalyst class is: 6. (6) The catalyst class is: 3. Product: [CH3:19][O:20][C:21]1[CH:22]=[C:23]([C:29]2[CH:33]=[CH:32][N:31]([C:4](=[O:6])[CH:3]([O:2][CH3:1])[C:7]3[CH:12]=[CH:11][C:10]([N:13]4[CH2:18][CH2:17][O:16][CH2:15][CH2:14]4)=[CH:9][CH:8]=3)[N:30]=2)[CH:24]=[CH:25][C:26]=1[O:27][CH3:28]. Reactant: [CH3:1][O:2][CH:3]([C:7]1[CH:12]=[CH:11][C:10]([N:13]2[CH2:18][CH2:17][O:16][CH2:15][CH2:14]2)=[CH:9][CH:8]=1)[C:4]([OH:6])=O.[CH3:19][O:20][C:21]1[CH:22]=[C:23]([C:29]2[CH:33]=[CH:32][NH:31][N:30]=2)[CH:24]=[CH:25][C:26]=1[O:27][CH3:28].C(N(C(C)C)CC)(C)C.F[P-](F)(F)(F)(F)F.Br[P+](N1CCCC1)(N1CCCC1)N1CCCC1.C([O-])(O)=O.[Na+]. (7) Reactant: [CH3:1][O:2][C:3]1[CH:10]=[CH:9][C:6]([CH:7]=O)=[CH:5][C:4]=1[CH3:11].[N+:12]([CH3:15])([O-:14])=[O:13].C(O)(=O)C.C(O)(=O)C.C(N)CN.C(O)C. Product: [CH3:11][C:4]1[CH:5]=[C:6]([CH:7]=[CH:15][N+:12]([O-:14])=[O:13])[CH:9]=[CH:10][C:3]=1[O:2][CH3:1]. The catalyst class is: 5.